From a dataset of Full USPTO retrosynthesis dataset with 1.9M reactions from patents (1976-2016). Predict the reactants needed to synthesize the given product. Given the product [CH3:19][O:12][C:11](=[O:13])[CH2:10][C:3]1[CH:4]=[C:5]([O:8][CH3:9])[CH:6]=[CH:7][C:2]=1[Cl:1], predict the reactants needed to synthesize it. The reactants are: [Cl:1][C:2]1[CH:7]=[CH:6][C:5]([O:8][CH3:9])=[CH:4][C:3]=1[CH2:10][C:11]([OH:13])=[O:12].OS(O)(=O)=O.[CH3:19]O.